From a dataset of Forward reaction prediction with 1.9M reactions from USPTO patents (1976-2016). Predict the product of the given reaction. (1) The product is: [CH2:23]([O:22][C:20](=[O:21])[C:19]([C:9]([C:3]1[C:2]([Cl:1])=[CH:7][CH:6]=[C:5]([Cl:8])[N:4]=1)=[O:11])=[CH:18][N:17]([CH3:25])[CH3:16])[CH3:24]. Given the reactants [Cl:1][C:2]1[C:3]([C:9]([OH:11])=O)=[N:4][C:5]([Cl:8])=[CH:6][CH:7]=1.S(Cl)(Cl)=O.[CH3:16][N:17]([CH3:25])[CH:18]=[CH:19][C:20]([O:22][CH2:23][CH3:24])=[O:21].C(N(CC)CC)C, predict the reaction product. (2) Given the reactants Br[C:2]1[CH:7]=[CH:6][C:5]([S:8]([NH:11][C:12]2[CH:17]=[CH:16][C:15]([Cl:18])=[CH:14][C:13]=2[C:19]([C:21]2[CH:22]=[N:23][CH:24]=[CH:25][CH:26]=2)=[O:20])(=[O:10])=[O:9])=[CH:4][C:3]=1[F:27].O.[O-]P([O-])([O-])=O.[K+].[K+].[K+].C1(P(C2C=CC=CC=2)C2C=CC3C(=CC=CC=3)C=2C2C3C(=CC=CC=3)C=CC=2P(C2C=CC=CC=2)C2C=CC=CC=2)C=CC=CC=1.[CH3:83][C@H:84]1[O:89][C@@H:88]([CH3:90])[CH2:87][NH:86][CH2:85]1, predict the reaction product. The product is: [Cl:18][C:15]1[CH:16]=[CH:17][C:12]([NH:11][S:8]([C:5]2[CH:6]=[CH:7][C:2]([N:86]3[CH2:85][C@H:84]([CH3:83])[O:89][C@H:88]([CH3:90])[CH2:87]3)=[C:3]([F:27])[CH:4]=2)(=[O:10])=[O:9])=[C:13]([C:19]([C:21]2[CH:22]=[N:23][CH:24]=[CH:25][CH:26]=2)=[O:20])[CH:14]=1. (3) Given the reactants [CH:1]1(/[C:6](/[N:12]2[CH:16]=[C:15]([C:17]3[C:18]4[CH:25]=[CH:24][N:23]([CH2:26][O:27][CH2:28][CH2:29][Si:30]([CH3:33])([CH3:32])[CH3:31])[C:19]=4[N:20]=[CH:21][N:22]=3)[CH:14]=[N:13]2)=[CH:7]\[C:8]([O:10][CH3:11])=[O:9])[CH2:5][CH2:4][CH2:3][CH2:2]1.[H][H], predict the reaction product. The product is: [CH:1]1([C@H:6]([N:12]2[CH:16]=[C:15]([C:17]3[C:18]4[CH:25]=[CH:24][N:23]([CH2:26][O:27][CH2:28][CH2:29][Si:30]([CH3:32])([CH3:31])[CH3:33])[C:19]=4[N:20]=[CH:21][N:22]=3)[CH:14]=[N:13]2)[CH2:7][C:8]([O:10][CH3:11])=[O:9])[CH2:5][CH2:4][CH2:3][CH2:2]1. (4) Given the reactants [C:1]([O:5][C:6](=[O:14])[C:7]1[CH:12]=[CH:11][C:10]([OH:13])=[CH:9][CH:8]=1)([CH3:4])([CH3:3])[CH3:2].[CH3:15][O:16][C:17](=[O:28])[CH2:18][CH2:19][CH2:20][CH2:21][CH2:22][CH2:23][CH2:24][CH2:25][CH2:26]Br.C([O-])([O-])=O.[K+].[K+], predict the reaction product. The product is: [C:1]([O:5][C:6](=[O:14])[C:7]1[CH:8]=[CH:9][C:10]([O:13][CH2:26][CH2:25][CH2:24][CH2:23][CH2:22][CH2:21][CH2:20][CH2:19][CH2:18][C:17]([O:16][CH3:15])=[O:28])=[CH:11][CH:12]=1)([CH3:4])([CH3:2])[CH3:3].